From a dataset of Forward reaction prediction with 1.9M reactions from USPTO patents (1976-2016). Predict the product of the given reaction. (1) Given the reactants [NH2:1][C:2]1[CH:3]=[C:4]([CH:16]=[CH:17][CH:18]=1)[O:5][C:6]1[CH:11]=[CH:10][N:9]=[C:8]2[NH:12][C:13](=[O:15])[NH:14][C:7]=12.[F:19][C:20]1[CH:25]=[CH:24][C:23]([C:26]([F:29])([F:28])[F:27])=[CH:22][C:21]=1[N:30]=[C:31]=[O:32], predict the reaction product. The product is: [F:19][C:20]1[C:21]([NH:30][C:31]([NH:1][C:2]2[CH:18]=[CH:17][CH:16]=[C:4]([O:5][C:6]3[CH:11]=[CH:10][N:9]=[C:8]4[NH:12][C:13](=[O:15])[NH:14][C:7]=34)[CH:3]=2)=[O:32])=[CH:22][C:23]([C:26]([F:27])([F:28])[F:29])=[CH:24][CH:25]=1. (2) Given the reactants [Cl:1][CH2:2][C:3]([C:5]1[CH:10]=[C:9]([N+:11]([O-:13])=[O:12])[C:8]([OH:14])=[C:7]([OH:15])[CH:6]=1)=[O:4].[NH:16]1[CH2:20][CH2:19][CH2:18][CH2:17]1, predict the reaction product. The product is: [ClH:1].[OH:15][C:7]1[CH:6]=[C:5]([C:3](=[O:4])[CH2:2][N:16]2[CH2:20][CH2:19][CH2:18][CH2:17]2)[CH:10]=[C:9]([N+:11]([O-:13])=[O:12])[C:8]=1[OH:14]. (3) Given the reactants [ClH:1].Cl.[F:3][C:4]1[CH:23]=[CH:22][C:7]([CH2:8][CH:9]2[CH2:14][CH2:13][CH:12]([NH:15][C@H:16]3[C@H:20]([NH2:21])[CH2:19][O:18][CH2:17]3)[CH2:11][CH2:10]2)=[CH:6][CH:5]=1.C(N(CC)CC)C.[C:31]([C:34]1[CH:35]=[C:36]([N:40]=[C:41]=[O:42])[CH:37]=[CH:38][CH:39]=1)(=[O:33])[CH3:32], predict the reaction product. The product is: [ClH:1].[C:31]([C:34]1[CH:35]=[C:36]([NH:40][C:41]([NH:21][C@H:20]2[C@H:16]([NH:15][CH:12]3[CH2:11][CH2:10][CH:9]([CH2:8][C:7]4[CH:6]=[CH:5][C:4]([F:3])=[CH:23][CH:22]=4)[CH2:14][CH2:13]3)[CH2:17][O:18][CH2:19]2)=[O:42])[CH:37]=[CH:38][CH:39]=1)(=[O:33])[CH3:32].